Dataset: Forward reaction prediction with 1.9M reactions from USPTO patents (1976-2016). Task: Predict the product of the given reaction. (1) Given the reactants C([O:3][C:4]([C:6]1[N:7]=[C:8]2[CH:13]=[CH:12][C:11]([N:14]3[CH2:19][CH2:18][N:17]([C:20](=[O:32])[C:21]4[CH:26]=[C:25]([F:27])[CH:24]=[CH:23][C:22]=4[C:28]([F:31])([F:30])[F:29])[CH2:16][CH2:15]3)=[N:10][N:9]2[CH:33]=1)=O)C.[CH2:34]([NH2:39])[CH2:35][CH:36]([CH3:38])[CH3:37].[C-]#N.[Na+], predict the reaction product. The product is: [CH3:37][CH:36]([CH3:38])[CH2:35][CH2:34][NH:39][C:4]([C:6]1[N:7]=[C:8]2[CH:13]=[CH:12][C:11]([N:14]3[CH2:15][CH2:16][N:17]([C:20](=[O:32])[C:21]4[CH:26]=[C:25]([F:27])[CH:24]=[CH:23][C:22]=4[C:28]([F:31])([F:30])[F:29])[CH2:18][CH2:19]3)=[N:10][N:9]2[CH:33]=1)=[O:3]. (2) Given the reactants [F:1][C:2]1[CH:17]=[C:16]([N+:18]([O-])=O)[CH:15]=[CH:14][C:3]=1[C:4]([NH:6][CH:7]1[CH2:12][CH2:11][N:10]([CH3:13])[CH2:9][CH2:8]1)=[O:5], predict the reaction product. The product is: [NH2:18][C:16]1[CH:15]=[CH:14][C:3]([C:4]([NH:6][CH:7]2[CH2:8][CH2:9][N:10]([CH3:13])[CH2:11][CH2:12]2)=[O:5])=[C:2]([F:1])[CH:17]=1. (3) The product is: [Br:1][C:2]1[CH:7]=[CH:6][C:5]([O:8][CH2:18][C:19]([F:22])([F:21])[F:20])=[CH:4][CH:3]=1. Given the reactants [Br:1][C:2]1[CH:7]=[CH:6][C:5]([OH:8])=[CH:4][CH:3]=1.BrC1C=C(Cl)C=CC=1O[CH2:18][C:19]([F:22])([F:21])[F:20].FC(F)(F)COS(C(F)(F)F)(=O)=O, predict the reaction product. (4) Given the reactants [N+:1](=[CH:3][C:4]([O:6][CH2:7][CH3:8])=[O:5])=[N-:2].[CH3:9][Si:10]([CH3:18])([CH3:17])[C:11]#[C:12][CH2:13][CH2:14][CH2:15][CH3:16], predict the reaction product. The product is: [CH2:7]([O:6][C:4]([C:3]1[C:12]([CH2:13][CH2:14][CH2:15][CH3:16])=[C:11]([Si:10]([CH3:18])([CH3:17])[CH3:9])[NH:2][N:1]=1)=[O:5])[CH3:8]. (5) Given the reactants [Cl:1][C:2]1[C:12]([CH3:13])=[C:11]([NH:14][CH3:15])[C:5]([C:6](OCC)=[O:7])=[CH:4][N:3]=1.[H-].[Al+3].[Li+].[H-].[H-].[H-], predict the reaction product. The product is: [Cl:1][C:2]1[N:3]=[CH:4][C:5]([CH2:6][OH:7])=[C:11]([NH:14][CH3:15])[C:12]=1[CH3:13]. (6) Given the reactants [OH:1][CH2:2][CH2:3][N:4]1[CH2:8][CH2:7][CH2:6][CH2:5]1.C(N(CC)CC)C.[O:16]1[CH2:20]CC[CH2:17]1.COCCl, predict the reaction product. The product is: [CH3:17][O:16][CH2:20][O:1][CH2:2][CH2:3][N:4]1[CH2:8][CH2:7][CH2:6][CH2:5]1. (7) The product is: [O:17]([C:2]1[C:7]([N+:8]([O-:10])=[O:9])=[CH:6][CH:5]=[CH:4][N:3]=1)[C:11]1[CH:16]=[CH:15][CH:14]=[CH:13][CH:12]=1. Given the reactants Cl[C:2]1[C:7]([N+:8]([O-:10])=[O:9])=[CH:6][CH:5]=[CH:4][N:3]=1.[C:11]1([OH:17])[CH:16]=[CH:15][CH:14]=[CH:13][CH:12]=1.C(=O)([O-])[O-].[K+].[K+], predict the reaction product.